Dataset: Full USPTO retrosynthesis dataset with 1.9M reactions from patents (1976-2016). Task: Predict the reactants needed to synthesize the given product. Given the product [CH:30]([C:27]1[CH:26]=[CH:25][C:24]([N:9]([CH2:8][C:5]2[CH:6]=[CH:7][C:2]([NH:1][CH2:33][CH2:34][CH2:35][CH2:36][CH3:37])=[CH:3][CH:4]=2)[C:10]([CH:12]2[C:21]3[C:16](=[CH:17][CH:18]=[C:19]([O:22][CH3:23])[CH:20]=3)[CH2:15][CH2:14][CH2:13]2)=[O:11])=[CH:29][CH:28]=1)([CH3:32])[CH3:31], predict the reactants needed to synthesize it. The reactants are: [NH2:1][C:2]1[CH:7]=[CH:6][C:5]([CH2:8][N:9]([C:24]2[CH:29]=[CH:28][C:27]([CH:30]([CH3:32])[CH3:31])=[CH:26][CH:25]=2)[C:10]([CH:12]2[C:21]3[C:16](=[CH:17][CH:18]=[C:19]([O:22][CH3:23])[CH:20]=3)[CH2:15][CH2:14][CH2:13]2)=[O:11])=[CH:4][CH:3]=1.[CH2:33](Br)[CH2:34][CH2:35][CH2:36][CH3:37].